Dataset: Catalyst prediction with 721,799 reactions and 888 catalyst types from USPTO. Task: Predict which catalyst facilitates the given reaction. The catalyst class is: 35. Reactant: [H-].[Na+].[NH:3]1[C:11]2[C:6](=[CH:7][CH:8]=[CH:9][CH:10]=2)[C:5](=[O:12])[C:4]1=[O:13].[CH3:14][O:15][C:16](=[O:25])[CH:17](Br)[CH2:18][CH:19]1[CH2:23][CH2:22][CH2:21][CH2:20]1. Product: [CH3:14][O:15][C:16](=[O:25])[CH:17]([N:3]1[C:11]2[C:6](=[CH:7][CH:8]=[CH:9][CH:10]=2)[C:5](=[O:12])[C:4]1=[O:13])[CH2:18][CH:19]1[CH2:20][CH2:21][CH2:22][CH2:23]1.